This data is from Full USPTO retrosynthesis dataset with 1.9M reactions from patents (1976-2016). The task is: Predict the reactants needed to synthesize the given product. (1) Given the product [C:8]([C:6]1[CH:5]=[N:4][CH:3]=[C:2]([CH3:1])[CH:7]=1)#[CH:9], predict the reactants needed to synthesize it. The reactants are: [CH3:1][C:2]1[CH:3]=[N:4][CH:5]=[C:6]([C:8]#[C:9][Si](C)(C)C)[CH:7]=1.C([O-])([O-])=O.[K+].[K+]. (2) Given the product [CH3:25][C:21]1[CH:20]=[C:19]([NH:18][CH:4]=[CH:5][CH:6]=[C:7]([C:8]([O:10][CH2:11][CH3:12])=[O:9])[C:13]([O:15][CH2:16][CH3:17])=[O:14])[CH:24]=[CH:23][CH:22]=1, predict the reactants needed to synthesize it. The reactants are: C(O[CH:4]=[CH:5][CH:6]=[C:7]([C:13]([O:15][CH2:16][CH3:17])=[O:14])[C:8]([O:10][CH2:11][CH3:12])=[O:9])C.[NH2:18][C:19]1[CH:24]=[CH:23][CH:22]=[C:21]([CH3:25])[CH:20]=1. (3) The reactants are: Br[C:2]1[C:3]([C:26]([N:28]2[CH2:33][CH2:32][O:31][CH2:30][CH2:29]2)=[O:27])=[CH:4][C:5]([O:18][CH2:19][C:20]2[CH:25]=[CH:24][CH:23]=[CH:22][CH:21]=2)=[C:6]([CH:17]=1)[C:7]([O:9]CC1C=CC=CC=1)=[O:8].[CH3:34][N:35]1[CH:39]=[C:38](B2OC(C)(C)C(C)(C)O2)[CH:37]=[N:36]1.P([O-])([O-])([O-])=O.[K+].[K+].[K+].[OH-].[Li+].Cl. Given the product [CH3:34][N:35]1[CH:39]=[C:38]([C:2]2[C:3]([C:26]([N:28]3[CH2:33][CH2:32][O:31][CH2:30][CH2:29]3)=[O:27])=[CH:4][C:5]([O:18][CH2:19][C:20]3[CH:21]=[CH:22][CH:23]=[CH:24][CH:25]=3)=[C:6]([CH:17]=2)[C:7]([OH:9])=[O:8])[CH:37]=[N:36]1, predict the reactants needed to synthesize it. (4) Given the product [C:28]1([CH3:31])[CH:27]=[CH:26][C:25]([S:22]([OH:23])(=[O:24])=[O:42])=[CH:30][CH:29]=1.[CH3:31][C:28]1[CH:29]=[CH:30][C:25]([S:22]([NH:21][C:19]([NH:18][CH2:17][CH2:16][C:13]2[CH:12]=[CH:11][C:10]([N:9]3[C:5]4[CH:4]=[CH:3][C:43]([O:46][CH3:47])=[CH:44][C:6]=4[N:7]=[C:41]3[C:38]3[CH:39]=[CH:40][NH:36][N:37]=3)=[CH:15][CH:14]=2)=[O:20])(=[O:23])=[O:24])=[CH:26][CH:27]=1, predict the reactants needed to synthesize it. The reactants are: CO[C:3]1C=C[C:6]2[NH:7]C(CC)[N:9]([C:10]3[CH:15]=[CH:14][C:13]([CH2:16][CH2:17][NH:18][C:19]([NH:21][S:22]([C:25]4[CH:30]=[CH:29][C:28]([CH3:31])=[CH:27][CH:26]=4)(=[O:24])=[O:23])=[O:20])=[CH:12][CH:11]=3)[C:5]=2[CH:4]=1.[NH:36]1[CH:40]=[CH:39][C:38]([CH:41]=[O:42])=[N:37]1.[C:43]([O-:46])(=O)[CH3:44].[C:47]([O-])(=O)C.C([O-])(=O)C.C([O-])(=O)C.[Pb+4].Cl. (5) The reactants are: [O:1]1[C:5]2[CH:6]=[CH:7][CH:8]=[CH:9][C:4]=2[CH:3]=[C:2]1[CH:10]([NH:17][C:18]1[CH:26]=[CH:25][C:21]([C:22](O)=[O:23])=[CH:20][CH:19]=1)[CH:11]1[CH2:16][CH2:15][CH2:14][CH2:13][CH2:12]1.[CH3:27][NH:28][CH2:29][CH2:30][C:31]([O:33]CC)=[O:32]. Given the product [O:1]1[C:5]2[CH:6]=[CH:7][CH:8]=[CH:9][C:4]=2[CH:3]=[C:2]1[CH:10]([NH:17][C:18]1[CH:19]=[CH:20][C:21]([C:22]([N:28]([CH3:27])[CH2:29][CH2:30][C:31]([OH:33])=[O:32])=[O:23])=[CH:25][CH:26]=1)[CH:11]1[CH2:12][CH2:13][CH2:14][CH2:15][CH2:16]1, predict the reactants needed to synthesize it. (6) Given the product [CH3:1][O:2][C:3](=[O:14])[CH:4]([C:5]1[CH:10]=[C:9]([O:11][CH3:12])[CH:8]=[CH:7][C:6]=1[Cl:13])[CH3:15], predict the reactants needed to synthesize it. The reactants are: [CH3:1][O:2][C:3](=[O:14])[CH2:4][C:5]1[CH:10]=[C:9]([O:11][CH3:12])[CH:8]=[CH:7][C:6]=1[Cl:13].[CH:15]([N-]C(C)C)(C)C.[Li+].IC. (7) Given the product [Cl:1][C:2]1[CH:7]=[CH:6][CH:5]=[CH:4][C:3]=1[CH:8]1[CH2:9][C:10]2[N:11]([CH2:15][CH2:16][CH2:17][O:18][CH3:19])[CH:12]=[CH:13][C:14]=2[CH:21]2[CH:22]1[C:23](=[O:25])[NH:24][C:20]2=[O:26], predict the reactants needed to synthesize it. The reactants are: [Cl:1][C:2]1[CH:7]=[CH:6][CH:5]=[CH:4][C:3]=1[CH:8]=[CH:9][C:10]1[N:11]([CH2:15][CH2:16][CH2:17][O:18][CH3:19])[CH:12]=[CH:13][CH:14]=1.[C:20]1(=[O:26])[NH:24][C:23](=[O:25])[CH:22]=[CH:21]1.